Dataset: TCR-epitope binding with 47,182 pairs between 192 epitopes and 23,139 TCRs. Task: Binary Classification. Given a T-cell receptor sequence (or CDR3 region) and an epitope sequence, predict whether binding occurs between them. (1) The epitope is QECVRGTTVL. The TCR CDR3 sequence is CASSQGVFYEQYF. Result: 1 (the TCR binds to the epitope). (2) The epitope is NQKLIANQF. The TCR CDR3 sequence is CASRPQGRDNEQFF. Result: 0 (the TCR does not bind to the epitope). (3) The epitope is SQASSRSSSR. The TCR CDR3 sequence is CASSYSIGATGELFF. Result: 0 (the TCR does not bind to the epitope). (4) The epitope is KTSVDCTMYI. The TCR CDR3 sequence is CASSLAVGRYNEQFF. Result: 1 (the TCR binds to the epitope).